From a dataset of hERG potassium channel inhibition data for cardiac toxicity prediction from Karim et al.. Regression/Classification. Given a drug SMILES string, predict its toxicity properties. Task type varies by dataset: regression for continuous values (e.g., LD50, hERG inhibition percentage) or binary classification for toxic/non-toxic outcomes (e.g., AMES mutagenicity, cardiotoxicity, hepatotoxicity). Dataset: herg_karim. (1) The compound is Cc1cccc(N2CCC3CN(CCCSc4nnc(-c5cnccn5)n4C)CC32)c1. The result is 1 (blocker). (2) The drug is NC(=O)c1nn(CC(=O)N2[C@H](C(=O)Nc3cccc(Br)n3)C[C@H]3C[C@H]32)c2ccccc12. The result is 0 (non-blocker). (3) The drug is Cc1ccc2c(N3CCN(CCc4cccc5c4OCC(=O)N5C(F)F)CC3)cccc2n1. The result is 1 (blocker). (4) The result is 1 (blocker). The drug is Cn1c(CCCCN2CC3C[C@]3(c3ccc(C(F)(F)F)cc3)C2)nnc1-c1cc(F)cc(F)c1. (5) The drug is Cc1nsc(-c2nnc3n2CCN(C(=O)c2ccc(F)c(Cl)c2)[C@@H]3C)n1. The result is 0 (non-blocker). (6) The molecule is Cc1ccc(C(=O)N(CCCN)[C@@H](c2nc3cc(Cl)ccc3c(=O)n2Cc2ccccc2)C(C)C)cc1. The result is 1 (blocker). (7) The drug is Cc1cccc(C(=O)Nc2cccc(NC(=O)c3ccc(C(C)(C)C)cc3)c2)c1. The result is 0 (non-blocker). (8) The compound is CC(=O)N1CCC(C(=O)N(CCCN2CCN(Cc3ccc(F)cc3)CC2)c2ccc(C)c(Cl)c2)CC1. The result is 1 (blocker).